From a dataset of Full USPTO retrosynthesis dataset with 1.9M reactions from patents (1976-2016). Predict the reactants needed to synthesize the given product. (1) Given the product [CH2:1]([O:8][C:9]1[CH:14]=[CH:13][C:12]([CH2:15][C:16]2[C:24]3[C:19](=[N:20][CH:21]=[CH:22][CH:23]=3)[NH:18][CH:17]=2)=[CH:11][C:10]=1[O:27][CH3:28])[C:2]1[CH:7]=[CH:6][CH:5]=[CH:4][CH:3]=1, predict the reactants needed to synthesize it. The reactants are: [CH2:1]([O:8][C:9]1[CH:14]=[CH:13][C:12]([CH:15](OC)[C:16]2[C:24]3[C:19](=[N:20][CH:21]=[CH:22][CH:23]=3)[NH:18][CH:17]=2)=[CH:11][C:10]=1[O:27][CH3:28])[C:2]1[CH:7]=[CH:6][CH:5]=[CH:4][CH:3]=1.FC(F)(F)C(O)=O.C([SiH](CC)CC)C. (2) Given the product [C:1]([O:5][C:6]([N:8]1[CH2:12][CH:11]([O:13][CH2:14][C:15]2[CH:16]=[CH:17][CH:18]=[CH:19][CH:20]=2)[CH2:10][CH:9]1[CH2:21][O:22][S:31]([CH3:30])(=[O:33])=[O:32])=[O:7])([CH3:4])([CH3:3])[CH3:2], predict the reactants needed to synthesize it. The reactants are: [C:1]([O:5][C:6]([N:8]1[CH2:12][CH:11]([O:13][CH2:14][C:15]2[CH:20]=[CH:19][CH:18]=[CH:17][CH:16]=2)[CH2:10][CH:9]1[CH2:21][OH:22])=[O:7])([CH3:4])([CH3:3])[CH3:2].C(N(CC)CC)C.[CH3:30][S:31](Cl)(=[O:33])=[O:32].Cl.